From a dataset of Experimentally validated miRNA-target interactions with 360,000+ pairs, plus equal number of negative samples. Binary Classification. Given a miRNA mature sequence and a target amino acid sequence, predict their likelihood of interaction. (1) The miRNA is mmu-miR-1188-5p with sequence UGGUGUGAGGUUGGGCCAGGA. The protein sequence of the target gene is MNFETSRCATLQYCPDPYIQRFVETPAHFSWKESYYRSTMSQSTQTNEFLSPEVFQHIWDFLEQPICSVQPIDLNFVDEPSEDGATNKIEISMDCIRMQDSDLSDPMWPQYTNLGLLNSMDQQIQNGSSSTSPYNTDHAQNSVTAPSPYAQPSSTFDALSPSPAIPSNTDYPGPHSFDVSFQQSSTAKSATWTYSTELKKLYCQIAKTCPIQIKVMTPPPQGAVIRAMPVYKKAEHVTEVVKRCPNHELSREFNEGQIAPPSHLIRVEGNSHAQYVEDPITGRQSVLVPYEPPQVGTEFT.... Result: 0 (no interaction). (2) The miRNA is hsa-miR-5695 with sequence ACUCCAAGAAGAAUCUAGACAG. The protein sequence of the target gene is MWLQQRLKGLPGLLSSSWARRLLCLLGLLVLLLWFASSGARRAAGGLHLPSWARSEPGAAEPSACLEAATRAWRGLRDRGEAVPLGPGVPALVANGFLALDASNNRLWVTPGEREPAVTPDFVPFVQLRPLNVVAEAGEAVLLLREGLLRRVRCLQLGTPGSGPAAGVPGPASASGLSAGSGRDCVLLQEDFLAHRGRPHVYLQRIQLNNPTERVAALQTVGPTAGPVPKSFTSTLEKVGDHQFLLYSGRSTPLPSGLVHLVVVTSKKLVNRLQVAPKTQLDETVLWVVHISGPIHPQVL.... Result: 0 (no interaction). (3) The miRNA is hsa-miR-5089-5p with sequence GUGGGAUUUCUGAGUAGCAUC. The protein sequence of the target gene is MVLLTAVLLLLAAYAGPAQSLGSFVHCEPCDEKALSMCPPSPLGCELVKEPGCGCCMTCALAEGQSCGVYTERCAQGLRCLPRQDEEKPLHALLHGRGVCLNEKSYREQVKIERDSREHEEPTTSEMAEETYSPKIFRPKHTRISELKAEAVKKDRRKKLTQSKFVGGAENTAHPRIISAPEMRQESEQGPCRRHMEASLQELKASPRMVPRAVYLPNCDRKGFYKRKQCKPSRGRKRGICWCVDKYGMKLPGMEYVDGDFQCHTFDSSNVE. Result: 1 (interaction). (4) The miRNA is hsa-miR-4284 with sequence GGGCUCACAUCACCCCAU. The protein sequence of the target gene is MAALLRPARWLLGAAAAPRLPLSLRLPAGVPGRLSSVVRVAAVGSRPAAGERLSQARLYAIVAEKRDLQEEPAPVRKNSSQFDWALMRLDNSVRRTGRITKGLLQRVFESTCSSGSPGSNQALLLLRSCGSLLPELSLAERTEFAHKIWDKLQQLGVVYDVSHYNALLKVYLQNEYKFSPTDFLAKMEGANIQPNRVTYQRLIAAYCNVGDIEGASKILGFMKTKDLPITEAVFSALVTGHARAGDMENAENILTVMKQAGIEPGPDTYLALLNAHAERGDIGQVRQILEKVEKSDHYFM.... Result: 0 (no interaction). (5) The miRNA is hsa-miR-652-5p with sequence CAACCCUAGGAGAGGGUGCCAUUCA. The protein sequence of the target gene is MNLRSVFTVEQQRILQRYYENGMTNQSKNCFQLILQCAQETKLDFSVVRTWVGNKRRKMSSKNSESGTATTGTSLSAPDITVRNVVNIARPSSQQSSWTSANNDVIVTGIYSPASSSSRQGTNKHTDTQITEAHKIPIQKTATKNDTEFQLHIPVQRQVAHCKNASLLLGEKTIILSRQTSVLNAGNSVFNHAKKNYGNSSVQASEMTVPQKPSVCHRPCKIEPVGIQRSYKPEHTGPALHNLCGQKPTIRDPYCRTQNLEIREVFSLAVSDYPQRILGGNAPQKPSSAEGNCLSIAMET.... Result: 1 (interaction). (6) The miRNA is hsa-miR-122-3p with sequence AACGCCAUUAUCACACUAAAUA. The protein sequence of the target gene is MLPAAMKGLGLALLAVLLCSAPAHGLWCQDCTLTTNSSHCTPKQCQPSDTVCASVRITDPSSSRKDHSVNKMCASSCDFVKRHFFSDYLMGFINSGILKVDVDCCEKDLCNGAAGAGHSPWALAGGLLLSLGPALLWAGP. Result: 0 (no interaction). (7) The miRNA is hsa-miR-4292 with sequence CCCCUGGGCCGGCCUUGG. The protein sequence of the target gene is MELAQEARELGCWAVEEMGVPVAARAPESTLRRLCLGQGADIWAYILQHVHSQRTVKKIRGNLLWYGHQDSPQVRRKLELEAAVTRLRAEIQELDQSLELMERDTEAQDTAMEQARQHTQDTQRRALLLRAQAGAMRRQQHTLRDPMQRLQNQLRRLQDMERKAKVDVTFGSLTSAALGLEPVVLRDVRTACTLRAQFLQNLLLPQAKRGSLPTPHDDHFGTSYQQWLSSVETLLTNHPPGHVLAALEHLAAEREAEIRSLCSGDGLGDTEISRPQAPDQSDSSQTLPSMVHLIQEGWRT.... Result: 0 (no interaction). (8) Result: 1 (interaction). The protein sequence of the target gene is MYSPLCLTQDEFHPFIEALLPHVRAFAYTWFNLQARKRKYFKKHEKRMSKEEERAVKDELLSEKPEVKQKWASRLLAKLRKDIRPEYREDFVLTVTGKKPPCCVLSNPDQKGKMRRIDCLRQADKVWRLDLVMVILFKGIPLESTDGERLVKSPQCSNPGLCVQPHHIGVSVKELDLYLAYFVHAADSSQSESPSQPSDADIKDQPENGHLGFQDSFVTSGVFSVTELVRVSQTPIAAGTGPNFSLSDLESSSYYSMSPGAMRRSLPSTSSTSSTKRLKSVEDEMDSPGEEPFYTGQGRS.... The miRNA is hsa-miR-223-3p with sequence UGUCAGUUUGUCAAAUACCCCA. (9) The miRNA is hsa-miR-410-3p with sequence AAUAUAACACAGAUGGCCUGU. Result: 1 (interaction). The protein sequence of the target gene is MAAIGVHLGCTSACVAVYKDGRAGVVANDAGDRVTPAVVAYSENEEIVGLAAKQSRIRNISNTVMKVKQILGRSSSDPQAQKYIAESKCLVIEKNGKLRYEIDTGEETKFVNPEDVARLIFSKMKETAHSVLGSDANDVVITVPFDFGEKQKNALGEAARAAGFNVLRLIHEPSAALLAYGIGQDSPTGKSNILVFKLGGTSLSLSVMEVNSGIYRVLSTNTDDNIGGAHFTETLAQYLASEFQRSFKHDVRGNARAMMKLTNSAEVAKHSLSTLGSANCFLDSLYEGQDFDCNVSRARF....